This data is from Reaction yield outcomes from USPTO patents with 853,638 reactions. The task is: Predict the reaction yield, written as a fraction of the theoretical maximum amount of product (1.0 means a 100% yield; for example, 0.34 means a 34% yield). The yield is 0.800. The reactants are [NH2:1][C:2]1[CH:10]=[CH:9][C:8]([F:11])=[CH:7][C:3]=1[C:4]([OH:6])=[O:5].[F:12][C:13]([F:24])([F:23])[C:14](O[C:14](=[O:15])[C:13]([F:24])([F:23])[F:12])=[O:15]. The product is [F:11][C:8]1[CH:9]=[CH:10][C:2]([NH:1][C:14](=[O:15])[C:13]([F:24])([F:23])[F:12])=[C:3]([CH:7]=1)[C:4]([OH:6])=[O:5]. The catalyst is C1COCC1.